Dataset: Reaction yield outcomes from USPTO patents with 853,638 reactions. Task: Predict the reaction yield, written as a fraction of the theoretical maximum amount of product (1.0 means a 100% yield; for example, 0.34 means a 34% yield). (1) The yield is 0.390. The reactants are [OH:1][C:2]1[CH:21]=[CH:20][C:5]([O:6][CH2:7][CH2:8][N:9]2[CH2:14][CH2:13][CH:12]([C:15]([O:17]CC)=[O:16])[CH2:11][CH2:10]2)=[CH:4][CH:3]=1.Cl[C:23]1[S:24][C:25]2[C:30]([N:31]=1)=[CH:29][CH:28]=[CH:27][N:26]=2.C([O-])([O-])=O.[Cs+].[Cs+].[OH-].[K+]. The catalyst is CN(C=O)C.C(O)(C)C.O. The product is [N:31]1[C:30]2[C:25](=[N:26][CH:27]=[CH:28][CH:29]=2)[S:24][C:23]=1[O:1][C:2]1[CH:3]=[CH:4][C:5]([O:6][CH2:7][CH2:8][N:9]2[CH2:10][CH2:11][CH:12]([C:15]([OH:17])=[O:16])[CH2:13][CH2:14]2)=[CH:20][CH:21]=1. (2) The catalyst is CN(C=O)C.ClCCl. The product is [F:12][C:13]1[CH:18]=[C:17]([N+:19]([O-:21])=[O:20])[CH:16]=[CH:15][C:14]=1[O:22][C:2]1[C:7]2=[C:8]([CH3:11])[CH:9]=[CH:10][N:6]2[N:5]=[CH:4][N:3]=1. The reactants are Cl[C:2]1[C:7]2=[C:8]([CH3:11])[CH:9]=[CH:10][N:6]2[N:5]=[CH:4][N:3]=1.[F:12][C:13]1[CH:18]=[C:17]([N+:19]([O-:21])=[O:20])[CH:16]=[CH:15][C:14]=1[OH:22].C(=O)([O-])[O-].[K+].[K+]. The yield is 0.720. (3) The product is [C:1]([O:5][C:6]([N:8]1[CH2:13][CH2:12][C:11]([C:16]#[N:17])([CH2:14][O:15][S:19]([CH3:18])(=[O:21])=[O:20])[CH2:10][CH2:9]1)=[O:7])([CH3:4])([CH3:2])[CH3:3]. The catalyst is O1CCCC1.C(N(CC)CC)C. The reactants are [C:1]([O:5][C:6]([N:8]1[CH2:13][CH2:12][C:11]([C:16]#[N:17])([CH2:14][OH:15])[CH2:10][CH2:9]1)=[O:7])([CH3:4])([CH3:3])[CH3:2].[CH3:18][S:19](Cl)(=[O:21])=[O:20]. The yield is 1.00. (4) The reactants are [CH2:1]([O:3][C:4](=[O:24])/[CH:5]=[CH:6]/[C:7]1[CH:8]=[CH:9][C:10]([C:14]2[CH:19]=[CH:18][CH:17]=[C:16]([C:20]([F:23])([F:22])[F:21])[CH:15]=2)=[N+:11]([O-])[CH:12]=1)[CH3:2].O=P(Cl)(Cl)[Cl:27]. No catalyst specified. The product is [Cl:27][C:12]1[C:7](/[CH:6]=[CH:5]/[C:4]([O:3][CH2:1][CH3:2])=[O:24])=[CH:8][CH:9]=[C:10]([C:14]2[CH:19]=[CH:18][CH:17]=[C:16]([C:20]([F:23])([F:22])[F:21])[CH:15]=2)[N:11]=1. The yield is 0.670. (5) The reactants are [Br:1][C:2]1[CH:14]=[CH:13][C:5]([CH2:6][C:7]2([C:11]#[N:12])[CH2:10][CH2:9]C2)=[C:4]([I:15])[CH:3]=1.C1(C#N)CC1.BrC1C=CC(CBr)=C(I)C=1. No catalyst specified. The product is [Br:1][C:2]1[CH:14]=[CH:13][C:5]([CH2:6][C:7]2([C:11]#[N:12])[CH2:10][CH2:9]2)=[C:4]([I:15])[CH:3]=1. The yield is 0.550. (6) The reactants are [Br:1][C:2]1[C:3]([Cl:15])=[C:4]2[C:9](=[C:10]([O:12]C)[CH:11]=1)[N:8]=[CH:7][NH:6][C:5]2=[O:14].Br. No catalyst specified. The product is [Br:1][C:2]1[C:3]([Cl:15])=[C:4]2[C:9](=[C:10]([OH:12])[CH:11]=1)[N:8]=[CH:7][NH:6][C:5]2=[O:14]. The yield is 0.570.